This data is from Full USPTO retrosynthesis dataset with 1.9M reactions from patents (1976-2016). The task is: Predict the reactants needed to synthesize the given product. (1) Given the product [CH3:1][C:2]1[CH:3]=[CH:4][C:5]([S:8]([O:11][CH2:12][C@H:13]2[CH:14]=[CH:15][C:22]3[C:17](=[C:18]([C:26]4[C:27]([Cl:33])=[CH:28][CH:29]=[CH:30][C:31]=4[Cl:32])[CH:19]=[CH:20][CH:21]=3)[O:16]2)(=[O:10])=[O:9])=[CH:6][CH:7]=1, predict the reactants needed to synthesize it. The reactants are: [CH3:1][C:2]1[CH:7]=[CH:6][C:5]([S:8]([O:11][CH2:12][C@H:13]([O:16][C:17]2[C:22](/C=C/C)=[CH:21][CH:20]=[CH:19][C:18]=2[C:26]2[C:31]([Cl:32])=[CH:30][CH:29]=[CH:28][C:27]=2[Cl:33])[CH:14]=[CH2:15])(=[O:10])=[O:9])=[CH:4][CH:3]=1. (2) The reactants are: [Cl-].[Al+3].[Cl-].[Cl-].[C:5](OC(=O)C)(=[O:7])[CH3:6].[CH2:12]([O:14][C:15]([C:17]1[NH:18][C:19]2[C:24]([CH:25]=1)=[CH:23][CH:22]=[CH:21][CH:20]=2)=[O:16])[CH3:13]. Given the product [CH2:12]([O:14][C:15]([C:17]1[NH:18][C:19]2[C:24]([C:25]=1[C:5](=[O:7])[CH3:6])=[CH:23][CH:22]=[CH:21][CH:20]=2)=[O:16])[CH3:13].[CH2:12]([O:14][C:15]([C:17]1[NH:18][C:19]2[C:24]([CH:25]=1)=[CH:23][C:22]([C:5](=[O:7])[CH3:6])=[CH:21][CH:20]=2)=[O:16])[CH3:13], predict the reactants needed to synthesize it. (3) Given the product [F:22][C:2]([F:1])([F:21])[O:3][C:4]1[CH:5]=[C:6]([S:10]([C:13]2[CH:20]=[CH:19][C:16]([CH2:17][NH2:18])=[CH:15][CH:14]=2)(=[O:12])=[O:11])[CH:7]=[CH:8][CH:9]=1, predict the reactants needed to synthesize it. The reactants are: [F:1][C:2]([F:22])([F:21])[O:3][C:4]1[CH:5]=[C:6]([S:10]([C:13]2[CH:20]=[CH:19][C:16]([C:17]#[N:18])=[CH:15][CH:14]=2)(=[O:12])=[O:11])[CH:7]=[CH:8][CH:9]=1.N.[OH-].[K+]. (4) Given the product [O:1]1[CH2:6][CH2:5][CH2:4][CH2:3][CH:2]1[N:7]1[CH:11]=[CH:10][C:9]([CH2:12][CH2:13][NH:14][C:22](=[O:23])[C:21]2[CH:25]=[CH:26][CH:27]=[CH:28][C:20]=2[N:16]2[N:17]=[CH:18][CH:19]=[N:15]2)=[N:8]1, predict the reactants needed to synthesize it. The reactants are: [O:1]1[CH2:6][CH2:5][CH2:4][CH2:3][CH:2]1[N:7]1[CH:11]=[CH:10][C:9]([CH2:12][CH2:13][NH2:14])=[N:8]1.[N:15]1[N:16]([C:20]2[CH:28]=[CH:27][CH:26]=[CH:25][C:21]=2[C:22](O)=[O:23])[N:17]=[CH:18][CH:19]=1. (5) Given the product [Cl:1][C:2]1[CH:7]=[CH:6][C:5](/[C:8](=[CH:11]/[C:12]2[N:13]([C:30](=[O:33])[CH2:31][CH3:32])[CH:14]=[CH:15][CH:16]=2)/[C:9]#[N:10])=[CH:4][CH:3]=1, predict the reactants needed to synthesize it. The reactants are: [Cl:1][C:2]1[CH:7]=[CH:6][C:5](/[C:8](=[CH:11]/[C:12]2[N:13](C)[CH:14]=[CH:15][CH:16]=2)/[C:9]#[N:10])=[CH:4][CH:3]=1.C(N(CC)CC)C.[C:30](O[C:30](=[O:33])[CH2:31][CH3:32])(=[O:33])[CH2:31][CH3:32].CCOCC. (6) Given the product [CH3:3][N:4]1[CH:8]=[C:7]([C:9]2[CH:33]=[CH:32][C:12]3[N:13]([C:16]4[CH:17]=[C:18]([CH:19]=[C:20]([C:22]5[O:23][C:24]([CH3:27])=[CH:25][CH:26]=5)[CH:21]=4)[NH2:28])[CH:14]=[N:15][C:11]=3[CH:10]=2)[CH:6]=[N:5]1, predict the reactants needed to synthesize it. The reactants are: [OH-].[K+].[CH3:3][N:4]1[CH:8]=[C:7]([C:9]2[CH:33]=[CH:32][C:12]3[N:13]([C:16]4[CH:17]=[C:18]([NH:28]C(=O)C)[CH:19]=[C:20]([C:22]5[O:23][C:24]([CH3:27])=[CH:25][CH:26]=5)[CH:21]=4)[CH:14]=[N:15][C:11]=3[CH:10]=2)[CH:6]=[N:5]1. (7) The reactants are: [F:1][C:2]1[CH:3]=[CH:4][CH:5]=[C:6]2[C:11]=1[N:10]=[C:9]([C:12]([OH:14])=O)[CH:8]=[C:7]2[N:15]1[CH2:20][CH2:19][CH:18]([NH:21][C:22]([C:24]2[NH:25][C:26]([CH3:31])=[C:27]([Cl:30])[C:28]=2[Cl:29])=[O:23])[CH2:17][CH2:16]1.Cl.[CH3:33][O:34][NH2:35]. Given the product [CH3:33][O:34][NH:35][C:12]([C:9]1[CH:8]=[C:7]([N:15]2[CH2:16][CH2:17][CH:18]([NH:21][C:22]([C:24]3[NH:25][C:26]([CH3:31])=[C:27]([Cl:30])[C:28]=3[Cl:29])=[O:23])[CH2:19][CH2:20]2)[C:6]2[C:11](=[C:2]([F:1])[CH:3]=[CH:4][CH:5]=2)[N:10]=1)=[O:14], predict the reactants needed to synthesize it. (8) Given the product [CH2:15]([O:14][CH2:13][C@H:11]1[O:10][N:9]=[C:8]([C:5]2[N:6]=[CH:7][C:2]([C:23]3[CH:22]=[CH:21][C:20]([N:33]4[CH2:37][C@@H:36]([CH2:38][N:39]5[CH:43]=[CH:42][N:41]=[N:40]5)[O:35][C:34]4=[O:44])=[CH:19][C:18]=3[F:17])=[CH:3][CH:4]=2)[CH2:12]1)[CH3:16], predict the reactants needed to synthesize it. The reactants are: Br[C:2]1[CH:3]=[CH:4][C:5]([C:8]2[CH2:12][C@@H:11]([CH2:13][O:14][CH2:15][CH3:16])[O:10][N:9]=2)=[N:6][CH:7]=1.[F:17][C:18]1[CH:19]=[C:20]([N:33]2[CH2:37][C@H:36]([CH2:38][N:39]3[CH:43]=[CH:42][N:41]=[N:40]3)[O:35][C:34]2=[O:44])[CH:21]=[CH:22][C:23]=1B1OC(C)(C)C(C)(C)O1.C(=O)([O-])[O-].[K+].[K+]. (9) Given the product [CH3:16][C:15]1[CH:14]=[CH:13][S:12][C:11]=1[C:9]1[C:8](=[O:17])[NH:7][C:6](=[O:18])[N:5]([CH2:4][CH2:3][CH:2]=[O:1])[CH:10]=1, predict the reactants needed to synthesize it. The reactants are: [OH:1][CH2:2][CH2:3][CH2:4][N:5]1[CH:10]=[C:9]([C:11]2[S:12][CH:13]=[CH:14][C:15]=2[CH3:16])[C:8](=[O:17])[NH:7][C:6]1=[O:18].CC(OI1(OC(C)=O)(OC(C)=O)OC(=O)C2C=CC=CC1=2)=O.C(OCC)(=O)C. (10) The reactants are: Br[C:2]1[CH:3]=[C:4]2[N:12]([CH3:13])[CH:11]=[CH:10][C:5]2=[N:6][C:7]=1[C:8]#[N:9].CC(C)([O-:17])C.[Na+].C1C=CC(P(C2C(C3C(P(C4C=CC=CC=4)C4C=CC=CC=4)=CC=C4C=3C=CC=C4)=C3C(C=CC=C3)=CC=2)C2C=CC=CC=2)=CC=1.O=C1[CH2:70][C:69]2([CH2:73][NH:72][CH2:71]2)[CH2:68]1. Given the product [CH3:13][N:12]1[C:4]2[C:5](=[N:6][C:7]([C:8]#[N:9])=[C:2]([N:72]3[CH2:73][C:69]4([CH2:70][O:17][CH2:68]4)[CH2:71]3)[CH:3]=2)[CH:10]=[CH:11]1, predict the reactants needed to synthesize it.